This data is from Forward reaction prediction with 1.9M reactions from USPTO patents (1976-2016). The task is: Predict the product of the given reaction. (1) The product is: [N:1]1([CH2:6][CH2:7][C:8]2[CH:9]=[C:10]([CH2:13][OH:14])[NH:11][CH:12]=2)[CH2:5][CH2:4][CH2:3][CH2:2]1. Given the reactants [N:1]1([CH2:6][CH2:7][C:8]2[CH:9]=[C:10]([C:13](OCC)=[O:14])[NH:11][CH:12]=2)[CH2:5][CH2:4][CH2:3][CH2:2]1.[H-].[Al+3].[Li+].[H-].[H-].[H-].[OH-].[Na+].O, predict the reaction product. (2) Given the reactants [Cl:1][C:2]1[CH:7]=[CH:6][N:5]=[CH:4][C:3]=1[CH:8]([C:10]1[CH:15]=[CH:14][C:13]([CH2:16][CH3:17])=[CH:12][CH:11]=1)[OH:9].CC(OI1(OC(C)=O)(OC(C)=O)OC(=O)C2C1=CC=CC=2)=O, predict the reaction product. The product is: [Cl:1][C:2]1[CH:7]=[CH:6][N:5]=[CH:4][C:3]=1[C:8](=[O:9])[C:10]1[CH:15]=[CH:14][C:13]([CH2:16][CH3:17])=[CH:12][CH:11]=1. (3) Given the reactants [F:1][C:2]([F:20])([F:19])[C:3]([C:5]1[CH:10]=[CH:9][C:8]([O:11][CH2:12][CH2:13][CH2:14][C:15](F)(F)F)=[CH:7][CH:6]=1)=[O:4].[F:21][C:22]([F:36])([F:35])[CH2:23]CCOC1C=CC(C=O)=CC=1.FC(F)(F)CCCCCOC1C=CC(C=O)=CC=1, predict the reaction product. The product is: [F:1][C:2]([F:20])([F:19])[C:3]([C:5]1[CH:10]=[CH:9][C:8]([O:11][CH2:12][CH2:13][CH2:14][CH2:15][CH2:23][C:22]([F:36])([F:35])[F:21])=[CH:7][CH:6]=1)=[O:4]. (4) Given the reactants CS(C)=O.C(Cl)(=O)C(Cl)=O.[CH2:11]([C:13]1[N:14]([CH2:26][CH2:27][CH2:28][CH2:29][OH:30])[C:15]2[C:24]3[CH:23]=[CH:22][CH:21]=[CH:20][C:19]=3[N:18]=[CH:17][C:16]=2[N:25]=1)[CH3:12].C(N(CC)CC)C, predict the reaction product. The product is: [CH2:11]([C:13]1[N:14]([CH2:26][CH2:27][CH2:28][CH:29]=[O:30])[C:15]2[C:24]3[CH:23]=[CH:22][CH:21]=[CH:20][C:19]=3[N:18]=[CH:17][C:16]=2[N:25]=1)[CH3:12].